From a dataset of Reaction yield outcomes from USPTO patents with 853,638 reactions. Predict the reaction yield, written as a fraction of the theoretical maximum amount of product (1.0 means a 100% yield; for example, 0.34 means a 34% yield). The reactants are [F:1][C:2]1[CH:7]=[CH:6][C:5]([C:8](=O)[C:9]([OH:12])([CH3:11])[CH3:10])=[CH:4][CH:3]=1.[C:14](#[N:18])[CH2:15][C:16]#[N:17]. The catalyst is C(O)(=O)C.N1C=CC=CC=1. The product is [C:16]([C:15]1[C:14](=[C:15]([C:14]#[N:18])[C:16]#[N:17])[O:12][C:9]([CH3:11])([CH3:10])[C:8]=1[C:5]1[CH:6]=[CH:7][C:2]([F:1])=[CH:3][CH:4]=1)#[N:17]. The yield is 0.590.